From a dataset of Forward reaction prediction with 1.9M reactions from USPTO patents (1976-2016). Predict the product of the given reaction. Given the reactants COC1C=CC(C([NH:24][C:25]2[N:30]([CH3:31])[C:29](=[O:32])[C:28]([CH3:34])([CH3:33])[C@:27]([C:36]3[CH:41]=[C:40](Br)[CH:39]=[CH:38][C:37]=3[F:43])([CH3:35])[N:26]=2)(C2C=CC(OC)=CC=2)C2C=CC=CC=2)=CC=1.[CH3:44][S:45]([C:48]1[CH:53]=[CH:52][C:51]([NH2:54])=[CH:50][CH:49]=1)(=[O:47])=[O:46], predict the reaction product. The product is: [NH2:24][C:25]1[N:30]([CH3:31])[C:29](=[O:32])[C:28]([CH3:33])([CH3:34])[C@:27]([C:36]2[CH:41]=[C:40]([NH:54][C:51]3[CH:50]=[CH:49][C:48]([S:45]([CH3:44])(=[O:47])=[O:46])=[CH:53][CH:52]=3)[CH:39]=[CH:38][C:37]=2[F:43])([CH3:35])[N:26]=1.